Dataset: M1 muscarinic receptor agonist screen with 61,833 compounds. Task: Binary Classification. Given a drug SMILES string, predict its activity (active/inactive) in a high-throughput screening assay against a specified biological target. (1) The drug is Clc1c(C(=O)N2CCN(CC2)C(OCC)=O)cc(n2cnnc2)cc1. The result is 0 (inactive). (2) The drug is O1C23C(C(C1C=C3)C(=O)NC)C(=O)N(C2C(=O)NCc1ccc(OC)cc1)C1CC1. The result is 0 (inactive). (3) The drug is o1c2c(n(CCC(=O)NCc3cc(OC)c(OCC)cc3)c1=O)cccc2. The result is 0 (inactive). (4) The compound is O(C(=O)C(c1n[nH]c(=O)c2c1cccc2)C)CC. The result is 0 (inactive). (5) The result is 0 (inactive). The compound is S(=O)(=O)(NCc1ccc(OC)cc1)c1ccc(OCCC)cc1. (6) The drug is s1c(c2n(c3ccccc3)c(SC)nn2)ccc1. The result is 0 (inactive). (7) The molecule is S(=O)(=O)(N(C1CCCCC1)C)c1ccc(cc1)C(=O)Nc1oc(nn1)COC. The result is 0 (inactive). (8) The molecule is S1CCN=C1NC(=O)c1nn(c(=O)c2c1cccc2)CC. The result is 0 (inactive).